This data is from Full USPTO retrosynthesis dataset with 1.9M reactions from patents (1976-2016). The task is: Predict the reactants needed to synthesize the given product. (1) The reactants are: C[CH2:2][O:3][Si:4]([O:11][CH2:12]C)([O:8][CH2:9]C)[O:5][CH2:6]C. Given the product [CH3:2][O:3][Si:4]([O:11][CH3:12])([O:8][CH3:9])[O:5][CH3:6], predict the reactants needed to synthesize it. (2) Given the product [Cl:1][C:2]1[CH:3]=[C:4]([C:9]2([C:24]([F:27])([F:26])[F:25])[O:13][N:12]=[C:11]([C:14]3[CH:22]=[CH:21][C:17]([C:18]([NH:29][CH3:28])=[O:19])=[C:16]([CH3:23])[CH:15]=3)[CH2:10]2)[CH:5]=[C:6]([Cl:8])[CH:7]=1, predict the reactants needed to synthesize it. The reactants are: [Cl:1][C:2]1[CH:3]=[C:4]([C:9]2([C:24]([F:27])([F:26])[F:25])[O:13][N:12]=[C:11]([C:14]3[CH:22]=[CH:21][C:17]([C:18](Cl)=[O:19])=[C:16]([CH3:23])[CH:15]=3)[CH2:10]2)[CH:5]=[C:6]([Cl:8])[CH:7]=1.[CH3:28][NH2:29]. (3) Given the product [CH2:27]([O:26][C:21]1[CH:22]=[CH:23][C:24]([I:1])=[CH:25][C:20]=1[O:19][CH2:13][CH2:14][CH2:15][CH2:16][CH2:17][CH3:18])[CH2:28][CH2:29][CH2:30][CH2:31][CH3:32], predict the reactants needed to synthesize it. The reactants are: [I:1]I.I(O)(=O)(=O)=O.S(=O)(=O)(O)O.[CH2:13]([O:19][C:20]1[CH:25]=[CH:24][CH:23]=[CH:22][C:21]=1[O:26][CH2:27][CH2:28][CH2:29][CH2:30][CH2:31][CH3:32])[CH2:14][CH2:15][CH2:16][CH2:17][CH3:18]. (4) Given the product [CH2:12]([O:19][C:20]1[CH:25]=[CH:24][CH:23]=[CH:22][C:21]=1[CH:44]([C:37]1[CH:36]=[CH:33][CH:32]=[CH:31][C:30]=1[O:29][C:28]([F:27])([F:38])[F:39])[OH:45])[C:13]1[CH:18]=[CH:17][CH:16]=[CH:15][CH:14]=1, predict the reactants needed to synthesize it. The reactants are: CCCCCC.C([Li])CCC.[CH2:12]([O:19][C:20]1[CH:25]=[CH:24][CH:23]=[CH:22][C:21]=1Br)[C:13]1[CH:18]=[CH:17][CH:16]=[CH:15][CH:14]=1.[F:27][C:28]([F:39])([F:38])[O:29][C:30]1[CH:37]=[CH:36][C:33](C=O)=[CH:32][CH:31]=1.[Cl-].[NH4+].C1C[O:45][CH2:44]C1. (5) Given the product [Br:1][C:25]1[C:26]([C:36]([F:39])([F:38])[F:37])=[N:27][N:28]([CH2:29][C:30]([O:32][CH2:33][S:34][CH3:35])=[O:31])[C:24]=1[C:22]1[NH:23][C:19]([C:15]2[CH:16]=[CH:17][CH:18]=[C:13]([S:10]([CH3:9])(=[O:12])=[O:11])[CH:14]=2)=[CH:20][CH:21]=1, predict the reactants needed to synthesize it. The reactants are: [Br:1]N1C(=O)CCC1=O.[CH3:9][S:10]([C:13]1[CH:14]=[C:15]([C:19]2[NH:23][C:22]([C:24]3[N:28]([CH2:29][C:30]([O:32][CH2:33][S:34][CH3:35])=[O:31])[N:27]=[C:26]([C:36]([F:39])([F:38])[F:37])[CH:25]=3)=[CH:21][CH:20]=2)[CH:16]=[CH:17][CH:18]=1)(=[O:12])=[O:11]. (6) Given the product [OH:1][C:2]1[CH:3]=[CH:4][C:5]([CH2:8][CH2:9][CH2:10][CH2:11][C:12]([N:20]([CH2:19][C:18]2[CH:22]=[CH:23][CH:24]=[CH:25][C:17]=2[O:16][CH3:15])[CH3:21])=[O:14])=[CH:6][CH:7]=1, predict the reactants needed to synthesize it. The reactants are: [OH:1][C:2]1[CH:7]=[CH:6][C:5]([CH2:8][CH2:9][CH2:10][CH2:11][C:12]([OH:14])=O)=[CH:4][CH:3]=1.[CH3:15][O:16][C:17]1[CH:25]=[CH:24][CH:23]=[CH:22][C:18]=1[CH2:19][NH:20][CH3:21].